From a dataset of Reaction yield outcomes from USPTO patents with 853,638 reactions. Predict the reaction yield, written as a fraction of the theoretical maximum amount of product (1.0 means a 100% yield; for example, 0.34 means a 34% yield). (1) The reactants are Cl[C:2]1[CH:3]=[C:4]([NH:10][C:11]2[CH:16]=[CH:15][C:14]([C:17]([N:19]3[CH2:24][CH2:23][O:22][CH2:21][CH2:20]3)=[O:18])=[CH:13][N:12]=2)[C:5](=[O:9])[N:6]([CH3:8])[N:7]=1.CC1(C)C(C)(C)[O:29][B:28](B2OC(C)(C)C(C)(C)O2)[O:27]1.CC(C1C=C(C(C)C)C(C2C=CC=CC=2P(C2CCCCC2)C2CCCCC2)=C(C(C)C)C=1)C.C([O-])(=O)C.[K+]. The catalyst is C1C=CC(P(C2C=CC=CC=2)[C-]2C=CC=C2)=CC=1.C1C=CC(P(C2C=CC=CC=2)[C-]2C=CC=C2)=CC=1.Cl[Pd]Cl.[Fe+2].O1CCOCC1. The product is [CH3:8][N:6]1[C:5](=[O:9])[C:4]([NH:10][C:11]2[CH:16]=[CH:15][C:14]([C:17]([N:19]3[CH2:24][CH2:23][O:22][CH2:21][CH2:20]3)=[O:18])=[CH:13][N:12]=2)=[CH:3][C:2]([B:28]([OH:29])[OH:27])=[N:7]1. The yield is 0.830. (2) The reactants are [C:1]1([OH:11])[C:10]2[C:5](=[CH:6][CH:7]=[CH:8][CH:9]=2)[CH:4]=[CH:3][CH:2]=1.C([O-])([O-])=O.[K+].[K+].Br[CH:19]([CH:25]1[CH2:27][CH2:26]1)[C:20]([O:22][CH2:23][CH3:24])=[O:21]. The catalyst is CN(C=O)C.O. The product is [CH:25]1([CH:19]([O:11][C:1]2[C:10]3[C:5](=[CH:6][CH:7]=[CH:8][CH:9]=3)[CH:4]=[CH:3][CH:2]=2)[C:20]([O:22][CH2:23][CH3:24])=[O:21])[CH2:27][CH2:26]1. The yield is 0.930. (3) The reactants are [C:1]1([C:7]2([C:17]3[CH:22]=[CH:21][CH:20]=[CH:19][CH:18]=3)[CH:11]3[CH2:12][NH:13][CH2:14][CH2:15][N:10]3[C:9](=[O:16])[O:8]2)[CH:6]=[CH:5][CH:4]=[CH:3][CH:2]=1.C(N(C(C)C)CC)(C)C.Cl[C:33]1[O:34][C:35]2[CH:41]=[CH:40][CH:39]=[CH:38][C:36]=2[N:37]=1. The catalyst is O1CCCC1. The product is [O:34]1[C:35]2[CH:41]=[CH:40][CH:39]=[CH:38][C:36]=2[N:37]=[C:33]1[N:13]1[CH2:14][CH2:15][N:10]2[C:9](=[O:16])[O:8][C:7]([C:1]3[CH:6]=[CH:5][CH:4]=[CH:3][CH:2]=3)([C:17]3[CH:18]=[CH:19][CH:20]=[CH:21][CH:22]=3)[CH:11]2[CH2:12]1. The yield is 0.620. (4) The reactants are [CH2:1]([O:5][C:6]1[N:14]=[C:13]2[C:9]([N:10]=[C:11]([O:27][CH3:28])[N:12]2[C:15]2C=N[C:18](OCCCCO)=[CH:19][CH:20]=2)=[C:8]([NH2:29])[N:7]=1)[CH2:2][CH2:3][CH3:4].CS(Cl)(=O)=O.Cl.[CH3:36][O:37][C:38](=[O:48])[CH2:39][C:40]1[CH:45]=[CH:44][CH:43]=[C:42]([CH2:46][NH2:47])[CH:41]=1.[C:49](=[O:52])([O-])[O-].[K+].[K+].[I-].[Na+]. The catalyst is O1CCCC1.CN(C)C1C=CN=CC=1.CN(C)C=O.O.C(N(CC)CC)C. The product is [CH2:1]([O:5][C:6]1[N:14]=[C:13]2[C:9]([N:10]=[C:11]([O:27][CH3:28])[N:12]2[CH2:15][C:20]2[CH:6]=[N:7][C:8]([O:52][CH2:49][CH2:1][CH2:2][CH2:3][NH:47][CH2:46][C:42]3[CH:43]=[CH:44][CH:45]=[C:40]([CH2:39][C:38]([O:37][CH3:36])=[O:48])[CH:41]=3)=[CH:18][CH:19]=2)=[C:8]([NH2:29])[N:7]=1)[CH2:2][CH2:3][CH3:4]. The yield is 0.280. (5) The reactants are [ClH:1].C(OCC)(=O)C.[CH:8]([O:11][C:12]1[CH:17]=[CH:16][C:15]([NH:18][C:19]([C@H:21]2[C@H:26]3[CH2:27][CH2:28][C@H:23]([CH2:24][N:25]3C(OC(C)(C)C)=O)[CH2:22]2)=[O:20])=[CH:14][CH:13]=1)([CH3:10])[CH3:9]. The catalyst is C(Cl)(Cl)Cl. The product is [ClH:1].[CH:8]([O:11][C:12]1[CH:17]=[CH:16][C:15]([NH:18][C:19]([C@H:21]2[C@H:26]3[CH2:27][CH2:28][C@H:23]([CH2:24][NH:25]3)[CH2:22]2)=[O:20])=[CH:14][CH:13]=1)([CH3:10])[CH3:9]. The yield is 1.00. (6) The reactants are [C:1]1([C:7]2[CH:8]=[N:9][N:10]([CH2:12][CH2:13][CH2:14][C:15]([OH:17])=O)[CH:11]=2)[CH:6]=[CH:5][CH:4]=[CH:3][CH:2]=1.[CH2:18]([N:23]1[C:31]2[N:30]=[CH:29][NH:28][C:27]=2[C:26](=[O:32])[NH:25]/[C:24]/1=[N:33]\[NH2:34])[CH2:19][CH2:20][CH2:21][CH3:22].F[P-](F)(F)(F)(F)F.N1(O[P+](N(C)C)(N(C)C)N(C)C)C2C=CC=CC=2N=N1.C(N(CC)CC)C. The catalyst is CN(C=O)C.CCOC(C)=O. The product is [O:32]=[C:26]1[NH:25]/[C:24](=[N:33]\[NH:34][C:15](=[O:17])[CH2:14][CH2:13][CH2:12][N:10]2[CH:11]=[C:7]([C:1]3[CH:2]=[CH:3][CH:4]=[CH:5][CH:6]=3)[CH:8]=[N:9]2)/[N:23]([CH2:18][CH2:19][CH2:20][CH2:21][CH3:22])[C:31]2[N:30]=[CH:29][NH:28][C:27]1=2. The yield is 0.997. (7) The reactants are COC(N[C@@H]1C(=O)N2[C@H](C(O)=O)CCCN2C(=O)CC1)=O.BrC1C=C(N)C(N)=CC=1.CN(C(ON1N=NC2C=CC=NC1=2)=[N+](C)C)C.F[P-](F)(F)(F)(F)F.CCN(C(C)C)C(C)C.[CH3:64][O:65][C:66](=[O:92])[NH:67][C@H:68]1[CH2:74][CH2:73][C:72](=[O:75])[N:71]2[CH2:76][CH2:77][CH2:78][C@@H:79]([C:80](=O)[NH:81][C:82]3[CH:87]=[CH:86][C:85]([Br:88])=[CH:84][C:83]=3[NH2:89])[N:70]2[C:69]1=[O:91].C(O)(=O)C. The catalyst is CN(C=O)C.C(OCC)(=O)C. The product is [CH3:64][O:65][C:66](=[O:92])[NH:67][C@H:68]1[CH2:74][CH2:73][C:72](=[O:75])[N:71]2[CH2:76][CH2:77][CH2:78][C@@H:79]([C:80]3[NH:81][C:82]4[CH:87]=[CH:86][C:85]([Br:88])=[CH:84][C:83]=4[N:89]=3)[N:70]2[C:69]1=[O:91]. The yield is 0.795.